Dataset: Merck oncology drug combination screen with 23,052 pairs across 39 cell lines. Task: Regression. Given two drug SMILES strings and cell line genomic features, predict the synergy score measuring deviation from expected non-interaction effect. (1) Drug 1: O=C(O)C1(Cc2cccc(Nc3nccs3)n2)CCC(Oc2cccc(Cl)c2F)CC1. Drug 2: CCc1c2c(nc3ccc(O)cc13)-c1cc3c(c(=O)n1C2)COC(=O)C3(O)CC. Cell line: ZR751. Synergy scores: synergy=0.170. (2) Cell line: OV90. Drug 2: CCN(CC)CCNC(=O)c1c(C)[nH]c(C=C2C(=O)Nc3ccc(F)cc32)c1C. Drug 1: CN(C)C(=N)N=C(N)N. Synergy scores: synergy=6.51. (3) Drug 1: O=S1(=O)NC2(CN1CC(F)(F)F)C1CCC2Cc2cc(C=CCN3CCC(C(F)(F)F)CC3)ccc2C1. Drug 2: O=C(O)C1(Cc2cccc(Nc3nccs3)n2)CCC(Oc2cccc(Cl)c2F)CC1. Cell line: ES2. Synergy scores: synergy=-9.37.